Dataset: Forward reaction prediction with 1.9M reactions from USPTO patents (1976-2016). Task: Predict the product of the given reaction. (1) Given the reactants [CH:1]([C:4]1[CH:13]=[C:12]2[C:7]([C:8]([NH:14][C:15]3[CH:20]=[C:19]([C:21](=[O:31])[NH:22][C@H:23]([C:25]4[CH:30]=[CH:29][CH:28]=[CH:27][CH:26]=4)[CH3:24])[CH:18]=[CH:17][C:16]=3[S:32][C:33]3[CH:38]=[CH:37][C:36]([NH:39]C(=O)OC(C)(C)C)=[CH:35][CH:34]=3)=[N:9][CH:10]=[N:11]2)=[CH:6][CH:5]=1)([CH3:3])[CH3:2].C(Cl)Cl.FC(F)(F)C(O)=O, predict the reaction product. The product is: [NH2:39][C:36]1[CH:35]=[CH:34][C:33]([S:32][C:16]2[CH:17]=[CH:18][C:19]([C:21]([NH:22][C@H:23]([C:25]3[CH:26]=[CH:27][CH:28]=[CH:29][CH:30]=3)[CH3:24])=[O:31])=[CH:20][C:15]=2[NH:14][C:8]2[C:7]3[C:12](=[CH:13][C:4]([CH:1]([CH3:3])[CH3:2])=[CH:5][CH:6]=3)[N:11]=[CH:10][N:9]=2)=[CH:38][CH:37]=1. (2) Given the reactants [CH2:1]=O.Cl.[CH3:4][NH:5][CH3:6].[CH3:7][N:8]1[CH:12]=[CH:11][CH:10]=[CH:9]1, predict the reaction product. The product is: [CH3:4][N:5]([CH2:1][C:9]1[N:8]([CH3:7])[CH:12]=[CH:11][CH:10]=1)[CH3:6]. (3) Given the reactants [C:1]([C:5]1[CH:6]=[CH:7][C:8]([OH:13])=[C:9]([CH:12]=1)[CH:10]=[O:11])([CH3:4])([CH3:3])[CH3:2].[O:14]=[N+:15]=[O:16], predict the reaction product. The product is: [C:1]([C:5]1[CH:6]=[C:7]([N+:15]([O-:16])=[O:14])[C:8]([OH:13])=[C:9]([CH:12]=1)[CH:10]=[O:11])([CH3:4])([CH3:2])[CH3:3]. (4) Given the reactants I[C:2]1[N:6]=[C:5]([C:7]2[CH:8]=[N:9][C:10]([C:13]([F:16])([F:15])[F:14])=[CH:11][CH:12]=2)[N:4]([CH3:17])[C:3]=1[C:18]([N:20]1[CH2:25][CH2:24][CH:23]([N:26]2[CH2:30][CH2:29][CH2:28][CH2:27]2)[CH2:22][CH2:21]1)=[O:19].[N:31]1[CH:36]=[C:35](B(O)O)[CH:34]=[N:33][CH:32]=1, predict the reaction product. The product is: [CH3:17][N:4]1[C:3]([C:18]([N:20]2[CH2:25][CH2:24][CH:23]([N:26]3[CH2:30][CH2:29][CH2:28][CH2:27]3)[CH2:22][CH2:21]2)=[O:19])=[C:2]([C:35]2[CH:36]=[N:31][CH:32]=[N:33][CH:34]=2)[N:6]=[C:5]1[C:7]1[CH:8]=[N:9][C:10]([C:13]([F:16])([F:15])[F:14])=[CH:11][CH:12]=1. (5) Given the reactants [CH3:1][C:2]1[N:6]=[C:5]([CH3:7])[S:4][C:3]=1/[CH:8]=[CH:9]/[C:10](N(C)C)=O.[CH3:15][NH:16][S:17]([C:20]1[CH:25]=[CH:24][CH:23]=[C:22]([NH:26][C:27]([NH2:29])=[NH:28])[CH:21]=1)(=[O:19])=[O:18].CC#N, predict the reaction product. The product is: [CH3:7][C:5]1[S:4][C:3]([C:8]2[CH:9]=[CH:10][N:29]=[C:27]([NH:26][C:22]3[CH:21]=[C:20]([S:17]([NH:16][CH3:15])(=[O:18])=[O:19])[CH:25]=[CH:24][CH:23]=3)[N:28]=2)=[C:2]([CH3:1])[N:6]=1. (6) Given the reactants [OH:1][CH:2]([CH2:24][C:25]1[CH:30]=[CH:29][CH:28]=[CH:27][CH:26]=1)[CH2:3][O:4][C:5]1[CH:14]=[C:13]2[C:8]([C:9](=[O:23])[C:10]([C:15]3[CH:20]=[CH:19][C:18]([O:21]C)=[CH:17][CH:16]=3)=[CH:11][O:12]2)=[CH:7][CH:6]=1.B(Br)(Br)Br, predict the reaction product. The product is: [OH:21][C:18]1[CH:17]=[CH:16][C:15]([C:10]2[C:9](=[O:23])[C:8]3[C:13](=[CH:14][C:5]([O:4][CH2:3][CH:2]([OH:1])[CH2:24][C:25]4[CH:26]=[CH:27][CH:28]=[CH:29][CH:30]=4)=[CH:6][CH:7]=3)[O:12][CH:11]=2)=[CH:20][CH:19]=1.